This data is from Catalyst prediction with 721,799 reactions and 888 catalyst types from USPTO. The task is: Predict which catalyst facilitates the given reaction. (1) Reactant: [Cl:1][C:2]1[CH:3]=[C:4]([CH:28]=[CH:29][C:30]=1[F:31])[NH:5][C:6]1[C:15]2[C:10](=[CH:11][C:12]([O:26][CH3:27])=[C:13]([O:16][CH2:17][CH2:18][CH2:19][N:20]3[CH2:25][CH2:24][O:23][CH2:22][CH2:21]3)[CH:14]=2)[N:9]=[CH:8][N:7]=1.[CH3:32][S:33]([CH3:35])=[O:34]. Product: [CH3:27][O:26][C:12]1[CH:11]=[C:10]2[N:9]=[CH:8][N:7]=[C:6]([NH:5][C:4]3[CH:28]=[CH:29][C:30]([F:31])=[C:2]([Cl:1])[CH:3]=3)[C:15]2=[CH:14][C:13]=1[O:16][CH2:17][CH2:18][CH2:19][N:20]1[CH2:25][CH2:24][O:23][CH2:22][CH2:21]1.[CH3:32][S:33]([CH3:35])=[O:34]. The catalyst class is: 13. (2) Reactant: CN(C(ON1N=NC2C=CC=NC1=2)=[N+](C)C)C.F[P-](F)(F)(F)(F)F.[CH2:25]([C:27]1[S:31][CH:30]=[C:29]([C:32]([OH:34])=O)[CH:28]=1)[CH3:26].[O:35]1[C:40]2([CH2:45][CH2:44][N:43]([CH2:46][C:47]3[CH:48]=[C:49]([CH2:53][CH2:54][OH:55])[CH:50]=[CH:51][CH:52]=3)[CH2:42][CH2:41]2)[CH2:39][NH:38][CH2:37][CH2:36]1.C(N(CC)CC)C. Product: [CH2:25]([C:27]1[S:31][CH:30]=[C:29]([C:32]([N:38]2[CH2:39][C:40]3([CH2:41][CH2:42][N:43]([CH2:46][C:47]4[CH:52]=[CH:51][CH:50]=[C:49]([CH2:53][CH2:54][OH:55])[CH:48]=4)[CH2:44][CH2:45]3)[O:35][CH2:36][CH2:37]2)=[O:34])[CH:28]=1)[CH3:26]. The catalyst class is: 39.